Dataset: Full USPTO retrosynthesis dataset with 1.9M reactions from patents (1976-2016). Task: Predict the reactants needed to synthesize the given product. Given the product [F:19][C:20]1[CH:21]=[C:22]([NH:27][C:28]([NH:1][C:2]2[CH:18]=[CH:17][CH:16]=[C:4]([O:5][C:6]3[CH:11]=[CH:10][N:9]=[C:8]4[NH:12][C:13](=[O:15])[NH:14][C:7]=34)[CH:3]=2)=[O:29])[CH:23]=[CH:24][C:25]=1[F:26], predict the reactants needed to synthesize it. The reactants are: [NH2:1][C:2]1[CH:3]=[C:4]([CH:16]=[CH:17][CH:18]=1)[O:5][C:6]1[CH:11]=[CH:10][N:9]=[C:8]2[NH:12][C:13](=[O:15])[NH:14][C:7]=12.[F:19][C:20]1[CH:21]=[C:22]([N:27]=[C:28]=[O:29])[CH:23]=[CH:24][C:25]=1[F:26].